Dataset: Peptide-MHC class II binding affinity with 134,281 pairs from IEDB. Task: Regression. Given a peptide amino acid sequence and an MHC pseudo amino acid sequence, predict their binding affinity value. This is MHC class II binding data. (1) The peptide sequence is YVENGLISRVLDGLV. The MHC is HLA-DQA10301-DQB10302 with pseudo-sequence HLA-DQA10301-DQB10302. The binding affinity (normalized) is 0.619. (2) The peptide sequence is LLKLTVAVGLHFHEM. The MHC is DRB1_1301 with pseudo-sequence DRB1_1301. The binding affinity (normalized) is 0.478.